Dataset: Full USPTO retrosynthesis dataset with 1.9M reactions from patents (1976-2016). Task: Predict the reactants needed to synthesize the given product. (1) The reactants are: I[C:2]1[CH:9]=[CH:8][C:5]([C:6]#[N:7])=[C:4]([F:10])[CH:3]=1.C([Mg:14][Cl:15])(C)C.[Li+].[Cl-]. Given the product [C:6]([C:5]1[CH:8]=[CH:9][C:2]([Mg:14][Cl:15])=[CH:3][C:4]=1[F:10])#[N:7], predict the reactants needed to synthesize it. (2) The reactants are: Cl[CH2:2][CH2:3][C:4]1[CH:9]=[CH:8][C:7]([N:10]([CH3:14])[C:11](=[O:13])[CH3:12])=[C:6]([CH3:15])[CH:5]=1.Cl.[N:17]1([C:23]2[C:31]3[C:26](=[CH:27][CH:28]=[CH:29][CH:30]=3)[NH:25][N:24]=2)[CH2:22][CH2:21][NH:20][CH2:19][CH2:18]1. Given the product [NH:25]1[C:26]2[C:31](=[CH:30][CH:29]=[CH:28][CH:27]=2)[C:23]([N:17]2[CH2:18][CH2:19][N:20]([CH2:2][CH2:3][C:4]3[CH:9]=[CH:8][C:7]([N:10]([CH3:14])[C:11](=[O:13])[CH3:12])=[C:6]([CH3:15])[CH:5]=3)[CH2:21][CH2:22]2)=[N:24]1, predict the reactants needed to synthesize it.